This data is from Forward reaction prediction with 1.9M reactions from USPTO patents (1976-2016). The task is: Predict the product of the given reaction. (1) Given the reactants Br[C:2]1[N:7]=[C:6]([CH2:8][C:9]2[C:18]3[C:13](=[CH:14][C:15]([O:21][CH3:22])=[C:16]([O:19][CH3:20])[CH:17]=3)[C:12]([CH3:23])=[N:11][C:10]=2[OH:24])[CH:5]=[CH:4][CH:3]=1.[N:25]1[CH:30]=[CH:29][C:28](B(O)O)=[CH:27][CH:26]=1.C([O-])([O-])=O.[Na+].[Na+].O, predict the reaction product. The product is: [N:7]1[C:6]([CH2:8][C:9]2[C:18]3[C:13](=[CH:14][C:15]([O:21][CH3:22])=[C:16]([O:19][CH3:20])[CH:17]=3)[C:12]([CH3:23])=[N:11][C:10]=2[OH:24])=[CH:5][CH:4]=[CH:3][C:2]=1[C:28]1[CH:29]=[CH:30][N:25]=[CH:26][CH:27]=1. (2) Given the reactants S(Cl)(Cl)=O.[C:5]([NH:18][C@H:19]([C:25]([OH:27])=[O:26])[CH2:20][CH2:21][C:22]([OH:24])=[O:23])(=[O:17])[CH2:6][CH2:7][CH2:8][CH2:9][CH2:10][CH2:11][CH2:12][CH2:13][CH2:14][CH2:15][CH3:16], predict the reaction product. The product is: [C:5]([NH:18][C@H:19]([C:25]([O:27][CH:9]([CH3:10])[CH3:8])=[O:26])[CH2:20][CH2:21][C:22]([O:24][CH:6]([CH3:7])[CH3:5])=[O:23])(=[O:17])[CH2:6][CH2:7][CH2:8][CH2:9][CH2:10][CH2:11][CH2:12][CH2:13][CH2:14][CH2:15][CH3:16]. (3) Given the reactants [OH:1][C:2]1[C:11]2[C:6](=[CH:7][CH:8]=[CH:9][C:10]=2[C:12]([F:15])([F:14])[F:13])[C:5]([CH3:17])([CH3:16])[C:4](=[O:18])[C:3]=1[C:19]([NH:21][CH2:22][C:23]([O:25]C(C)(C)C)=[O:24])=[O:20], predict the reaction product. The product is: [OH:1][C:2]1[C:11]2[C:6](=[CH:7][CH:8]=[CH:9][C:10]=2[C:12]([F:14])([F:15])[F:13])[C:5]([CH3:17])([CH3:16])[C:4](=[O:18])[C:3]=1[C:19]([NH:21][CH2:22][C:23]([OH:25])=[O:24])=[O:20]. (4) Given the reactants [OH:1][CH:2]1[CH2:7][CH2:6][N:5]([C:8]([CH:10]2[CH2:15][CH2:14][CH:13]([NH:16][C:17]3[N:22]=[C:21]([N:23]4[C:27]5[CH:28]=[CH:29][CH:30]=[C:31](I)[C:26]=5[N:25]=[N:24]4)[CH:20]=[CH:19][N:18]=3)[CH2:12][CH2:11]2)=[O:9])[CH2:4][CH2:3]1.[C:33]1([CH3:42])[CH:38]=[CH:37][CH:36]=[CH:35][C:34]=1B(O)O.[C:43]([O-])([O-])=[O:44].[Na+].[Na+], predict the reaction product. The product is: [NH4+:5].[OH-:1].[CH3:43][OH:44].[OH:1][CH:2]1[CH2:7][CH2:6][N:5]([C:8]([CH:10]2[CH2:15][CH2:14][CH:13]([NH:16][C:17]3[N:22]=[C:21]([N:23]4[C:27]5[CH:28]=[CH:29][CH:30]=[C:31]([C:34]6[CH:35]=[CH:36][CH:37]=[CH:38][C:33]=6[CH3:42])[C:26]=5[N:25]=[N:24]4)[CH:20]=[CH:19][N:18]=3)[CH2:12][CH2:11]2)=[O:9])[CH2:4][CH2:3]1. (5) Given the reactants CC1C=CC(S(O[CH2:12][C:13]2[N:18]=[C:17]([N:19]3[CH2:23][CH2:22][CH2:21][CH:20]3[C:24]3[O:28][N:27]=[C:26]([C:29]4[CH:34]=[CH:33][CH:32]=[CH:31][N:30]=4)[CH:25]=3)[N:16]=[C:15]([NH:35][CH:36]3[CH:40]=[C:39]([CH3:41])[NH:38][N:37]3S(C3C=CC(C)=CC=3)(=O)=O)[CH:14]=2)(=O)=O)=CC=1.[NH:52]1[CH2:57][CH2:56][O:55][CH2:54][CH2:53]1, predict the reaction product. The product is: [O:55]1[CH2:56][CH2:57][N:52]([CH2:12][C:13]2[N:18]=[C:17]([N:19]3[CH2:23][CH2:22][CH2:21][CH:20]3[C:24]3[O:28][N:27]=[C:26]([C:29]4[CH:34]=[CH:33][CH:32]=[CH:31][N:30]=4)[CH:25]=3)[N:16]=[C:15]([NH:35][C:36]3[CH:40]=[C:39]([CH3:41])[NH:38][N:37]=3)[CH:14]=2)[CH2:53][CH2:54]1. (6) Given the reactants O=[C:2]1[CH2:7][CH2:6][N:5]([C:8]2[CH:13]=[CH:12][CH:11]=[CH:10][C:9]=2[NH:14][S:15]([C:18]2[CH:23]=[CH:22][C:21]([NH:24][C:25](=[O:27])[CH3:26])=[CH:20][CH:19]=2)(=[O:17])=[O:16])[CH2:4][CH2:3]1.[CH:28]1[CH:33]=[C:32]([OH:34])[CH:31]=[C:30]([CH:35]([OH:38])[CH2:36][NH2:37])[CH:29]=1, predict the reaction product. The product is: [OH:38][CH:35]([C:30]1[CH:29]=[CH:28][CH:33]=[C:32]([OH:34])[CH:31]=1)[CH2:36][NH:37][CH:2]1[CH2:7][CH2:6][N:5]([C:8]2[CH:13]=[CH:12][CH:11]=[CH:10][C:9]=2[NH:14][S:15]([C:18]2[CH:23]=[CH:22][C:21]([NH:24][C:25](=[O:27])[CH3:26])=[CH:20][CH:19]=2)(=[O:17])=[O:16])[CH2:4][CH2:3]1.